From a dataset of Full USPTO retrosynthesis dataset with 1.9M reactions from patents (1976-2016). Predict the reactants needed to synthesize the given product. (1) The reactants are: [N:1]1[NH:2][C:3]([C:10]([O:12]CC)=[O:11])=[C:4]2[CH2:9][O:8][CH2:7][CH2:6][C:5]=12.[OH-].[Na+]. Given the product [N:1]1[NH:2][C:3]([C:10]([OH:12])=[O:11])=[C:4]2[CH2:9][O:8][CH2:7][CH2:6][C:5]=12, predict the reactants needed to synthesize it. (2) Given the product [F:26][C:25]([F:27])([F:28])[C:22]1[CH:21]=[CH:20][C:19]([C:17]2[N:14]=[C:12]([NH:11][N:10]=[CH:1][CH:2]=[CH:3][C:4]3[CH:9]=[CH:8][CH:7]=[CH:6][CH:5]=3)[S:13][CH:16]=2)=[CH:24][CH:23]=1, predict the reactants needed to synthesize it. The reactants are: [CH:1](=[N:10][NH:11][C:12]([NH2:14])=[S:13])[CH:2]=[CH:3][C:4]1[CH:9]=[CH:8][CH:7]=[CH:6][CH:5]=1.Br[CH2:16][C:17]([C:19]1[CH:24]=[CH:23][C:22]([C:25]([F:28])([F:27])[F:26])=[CH:21][CH:20]=1)=O.